Task: Binary Classification. Given a T-cell receptor sequence (or CDR3 region) and an epitope sequence, predict whether binding occurs between them.. Dataset: TCR-epitope binding with 47,182 pairs between 192 epitopes and 23,139 TCRs (1) The epitope is RLRAEAQVK. The TCR CDR3 sequence is CSATSNGERTDTQYF. Result: 1 (the TCR binds to the epitope). (2) The epitope is ELAGIGILTV. The TCR CDR3 sequence is CSALTSDIRTEAFF. Result: 0 (the TCR does not bind to the epitope). (3) The epitope is SLVKPSFYV. The TCR CDR3 sequence is CASSSYNQPQHF. Result: 1 (the TCR binds to the epitope).